This data is from Forward reaction prediction with 1.9M reactions from USPTO patents (1976-2016). The task is: Predict the product of the given reaction. (1) Given the reactants CCN(P1(N(C)CCCN1C)=NC(C)(C)C)CC.[CH3:19][O:20][C:21](=[O:33])[CH2:22][C:23]1[C:31]2[C:26](=[N:27][CH:28]=[CH:29][CH:30]=2)[NH:25][C:24]=1[CH3:32].[CH2:34](Br)[C:35]1[CH:40]=[CH:39][CH:38]=[CH:37][CH:36]=1, predict the reaction product. The product is: [CH3:19][O:20][C:21](=[O:33])[CH2:22][C:23]1[C:31]2[C:26](=[N:27][CH:28]=[CH:29][CH:30]=2)[N:25]([CH2:34][C:35]2[CH:40]=[CH:39][CH:38]=[CH:37][CH:36]=2)[C:24]=1[CH3:32]. (2) Given the reactants Cl.[CH3:2][O:3][C:4](=[O:27])[C@@H:5]([NH2:26])[CH2:6][C:7]1[CH:12]=[CH:11][C:10]([C:13]2[CH:18]=[CH:17][CH:16]=[CH:15][C:14]=2[O:19][C:20]2[CH:25]=[CH:24][CH:23]=[CH:22][CH:21]=2)=[CH:9][CH:8]=1.[Br:28][C:29]1[CH:30]=[CH:31][C:32]([NH2:38])=[C:33]([CH:37]=1)[C:34](O)=[O:35], predict the reaction product. The product is: [CH3:2][O:3][C:4](=[O:27])[C@@H:5]([NH:26][C:34](=[O:35])[C:33]1[CH:37]=[C:29]([Br:28])[CH:30]=[CH:31][C:32]=1[NH2:38])[CH2:6][C:7]1[CH:8]=[CH:9][C:10]([C:13]2[CH:18]=[CH:17][CH:16]=[CH:15][C:14]=2[O:19][C:20]2[CH:25]=[CH:24][CH:23]=[CH:22][CH:21]=2)=[CH:11][CH:12]=1. (3) Given the reactants Cl[C:2]1([C:13]2[CH:18]=[CH:17][CH:16]=[CH:15][C:14]=2[O:19][CH3:20])[C:10]2[C:5](=[CH:6][CH:7]=[C:8]([Cl:11])[CH:9]=2)[NH:4][C:3]1=[O:12].[NH2:21][C@@H:22]([CH2:28][C:29]1[CH:34]=[CH:33][N:32]=[CH:31][CH:30]=1)[C:23]([N:25]([CH3:27])[CH3:26])=[O:24].ClC1C=C2C(=CC=1)N(S(C1C=CC(OC)=CC=1OC(F)(F)F)(=O)=O)C(=O)C2(N[C@@H](CC(N)=O)C(N(C)C)=O)C1C=CC=CC=1OC, predict the reaction product. The product is: [Cl:11][C:8]1[CH:9]=[C:10]2[C:5](=[CH:6][CH:7]=1)[NH:4][C:3](=[O:12])[C:2]2([NH:21][C@@H:22]([CH2:28][C:29]1[CH:30]=[CH:31][N:32]=[CH:33][CH:34]=1)[C:23]([N:25]([CH3:27])[CH3:26])=[O:24])[C:13]1[CH:18]=[CH:17][CH:16]=[CH:15][C:14]=1[O:19][CH3:20]. (4) Given the reactants [C:1]1([CH2:7][C:8]([CH3:10])=[O:9])[CH:6]=[CH:5][CH:4]=[CH:3][CH:2]=1.[OH-].[K+].Cl[CH2:14][C:15]1[CH:20]=[CH:19][C:18]([CH3:21])=[CH:17][CH:16]=1, predict the reaction product. The product is: [CH3:14][C:15]1[CH:20]=[CH:19][C:18]([CH2:21][CH:7]([C:1]2[CH:6]=[CH:5][CH:4]=[CH:3][CH:2]=2)[C:8](=[O:9])[CH3:10])=[CH:17][CH:16]=1. (5) Given the reactants [CH3:1][C:2]1[CH:3]=[C:4]([CH:6]=[C:7]([C:9]2[S:13][CH:12]=[N:11][CH:10]=2)[CH:8]=1)[NH2:5].Cl[C:15]1[N:20]=[C:19]([CH:21]2[CH2:23][CH2:22]2)[C:18]([F:24])=[CH:17][N:16]=1.CC1(C)C2C(=C(P(C3C=CC=CC=3)C3C=CC=CC=3)C=CC=2)OC2C(P(C3C=CC=CC=3)C3C=CC=CC=3)=CC=CC1=2.C(=O)([O-])[O-].[Cs+].[Cs+], predict the reaction product. The product is: [CH:21]1([C:19]2[C:18]([F:24])=[CH:17][N:16]=[C:15]([NH:5][C:4]3[CH:6]=[C:7]([C:9]4[S:13][CH:12]=[N:11][CH:10]=4)[CH:8]=[C:2]([CH3:1])[CH:3]=3)[N:20]=2)[CH2:23][CH2:22]1. (6) Given the reactants C(P1(=O)OP(CCC)(=O)OP(CCC)(=O)O1)CC.C(N(CC)C(C)C)(C)C.[Cl:28][C:29]1[CH:30]=[CH:31][C:32]([C:53]([F:56])([F:55])[F:54])=[C:33]([C:35]2[CH:40]=[CH:39][N:38]([CH:41]([CH2:45][C:46]3[CH:51]=[CH:50][CH:49]=[CH:48][N:47]=3)[C:42](O)=[O:43])[C:37](=[O:52])[CH:36]=2)[CH:34]=1.[NH2:57][C:58]1[CH:70]=[CH:69][C:61]([C:62]([O:64][C:65]([CH3:68])([CH3:67])[CH3:66])=[O:63])=[CH:60][CH:59]=1, predict the reaction product. The product is: [Cl:28][C:29]1[CH:30]=[CH:31][C:32]([C:53]([F:56])([F:54])[F:55])=[C:33]([C:35]2[CH:40]=[CH:39][N:38]([CH:41]([CH2:45][C:46]3[CH:51]=[CH:50][CH:49]=[CH:48][N:47]=3)[C:42]([NH:57][C:58]3[CH:70]=[CH:69][C:61]([C:62]([O:64][C:65]([CH3:66])([CH3:67])[CH3:68])=[O:63])=[CH:60][CH:59]=3)=[O:43])[C:37](=[O:52])[CH:36]=2)[CH:34]=1. (7) Given the reactants [Cl:1][C:2]1[CH:3]=[C:4]([F:30])[C:5]([C:24]2[N:28]=[C:27]([CH3:29])[O:26][N:25]=2)=[C:6]([C:8]2[CH:9]=[N:10][C:11]3[CH:12]([NH:17][C:18]([C:20]4([NH2:23])[CH2:22][CH2:21]4)=[O:19])[CH2:13][CH2:14][C:15]=3[CH:16]=2)[CH:7]=1.[CH3:31][O:32][C:33]1[N:38]=[CH:37][C:36]([C:39](O)=[O:40])=[CH:35][N:34]=1, predict the reaction product. The product is: [Cl:1][C:2]1[CH:3]=[C:4]([F:30])[C:5]([C:24]2[N:28]=[C:27]([CH3:29])[O:26][N:25]=2)=[C:6]([C:8]2[CH:9]=[N:10][C:11]3[CH:12]([NH:17][C:18]([C:20]4([NH:23][C:39]([C:36]5[CH:35]=[N:34][C:33]([O:32][CH3:31])=[N:38][CH:37]=5)=[O:40])[CH2:22][CH2:21]4)=[O:19])[CH2:13][CH2:14][C:15]=3[CH:16]=2)[CH:7]=1. (8) The product is: [CH2:23]([NH:27][C:8]([C:6]1[CH:5]=[CH:4][CH:3]=[C:2]([Cl:1])[N:7]=1)=[O:10])[CH2:24][CH2:25][CH3:26]. Given the reactants [Cl:1][C:2]1[N:7]=[C:6]([C:8]([OH:10])=O)[CH:5]=[CH:4][CH:3]=1.CCN=C=NCCCN(C)C.Cl.[CH2:23]([NH2:27])[CH2:24][CH2:25][CH3:26], predict the reaction product. (9) Given the reactants [CH3:1][C:2]1[CH:7]=[C:6]([CH3:8])[CH:5]=[CH:4][C:3]=1[N:9]1[CH2:14][CH2:13][N:12]([CH2:15][CH2:16][NH2:17])[CH2:11][CH2:10]1.[CH2:18]([C:21]1[N:25]([C:26]2[CH:31]=[CH:30][CH:29]=[CH:28][CH:27]=2)[N:24]=[C:23]([CH:32]=O)[CH:22]=1)[CH2:19][CH3:20], predict the reaction product. The product is: [CH3:1][C:2]1[CH:7]=[C:6]([CH3:8])[CH:5]=[CH:4][C:3]=1[N:9]1[CH2:14][CH2:13][N:12]([CH2:15][CH2:16][NH:17][CH2:32][C:23]2[CH:22]=[C:21]([CH2:18][CH2:19][CH3:20])[N:25]([C:26]3[CH:31]=[CH:30][CH:29]=[CH:28][CH:27]=3)[N:24]=2)[CH2:11][CH2:10]1.